This data is from Forward reaction prediction with 1.9M reactions from USPTO patents (1976-2016). The task is: Predict the product of the given reaction. (1) Given the reactants [N+:1]([C:4]1[CH:9]=[CH:8]C(C=CC2[CH:8]=[CH:9][C:4]([N+:1]([O-:3])=[O:2])=[CH:5][CH:6]=2)=[CH:6][CH:5]=1)([O-:3])=[O:2].OOS([O-])=O.[K+].[O-]S([O-])=O.[Na+].[Na+].CC[O:35][C:36]([CH3:38])=[O:37], predict the reaction product. The product is: [N+:1]([C:4]1[CH:9]=[CH:8][C:38]([C:36]([OH:35])=[O:37])=[CH:6][CH:5]=1)([O-:3])=[O:2]. (2) Given the reactants Br[C:2]1[S:3][CH:4]=[CH:5][N:6]=1.[C:7]([O:11][C:12]([N:14]1[CH2:20][CH2:19][C:18]2[C:21]([C:26]#[CH:27])=[C:22]([Cl:25])[CH:23]=[CH:24][C:17]=2[CH2:16][CH2:15]1)=[O:13])([CH3:10])([CH3:9])[CH3:8], predict the reaction product. The product is: [C:7]([O:11][C:12]([N:14]1[CH2:20][CH2:19][C:18]2[C:21]([C:26]#[C:27][C:2]3[S:3][CH:4]=[CH:5][N:6]=3)=[C:22]([Cl:25])[CH:23]=[CH:24][C:17]=2[CH2:16][CH2:15]1)=[O:13])([CH3:10])([CH3:9])[CH3:8]. (3) Given the reactants C([NH:5][C:6](=O)[C:7]1[CH:12]=[CH:11][C:10]([CH:13]([C:20]2[NH:29][C:23]3=[N:24][CH:25]=[C:26]([F:28])[CH:27]=[C:22]3[CH:21]=2)[CH2:14][CH:15]2[CH2:19][CH2:18][CH2:17][CH2:16]2)=[CH:9][CH:8]=1)(C)(C)C.P(Cl)(Cl)(Cl)=O, predict the reaction product. The product is: [CH:15]1([CH2:14][CH:13]([C:10]2[CH:11]=[CH:12][C:7]([C:6]#[N:5])=[CH:8][CH:9]=2)[C:20]2[NH:29][C:23]3=[N:24][CH:25]=[C:26]([F:28])[CH:27]=[C:22]3[CH:21]=2)[CH2:19][CH2:18][CH2:17][CH2:16]1. (4) The product is: [Br:1][C:2]1[CH:20]=[CH:19][C:5]([CH2:6][N:7]([C:26]([O:25][C:22]([CH3:24])([CH3:23])[CH3:21])=[O:27])[CH2:8][C:9]([O:11][CH2:12][C:13]2[CH:18]=[CH:17][CH:16]=[CH:15][CH:14]=2)=[O:10])=[CH:4][CH:3]=1. Given the reactants [Br:1][C:2]1[CH:20]=[CH:19][C:5]([CH2:6][NH:7][CH2:8][C:9]([O:11][CH2:12][C:13]2[CH:18]=[CH:17][CH:16]=[CH:15][CH:14]=2)=[O:10])=[CH:4][CH:3]=1.[CH3:21][C:22]([O:25][C:26](O[C:26]([O:25][C:22]([CH3:24])([CH3:23])[CH3:21])=[O:27])=[O:27])([CH3:24])[CH3:23], predict the reaction product. (5) The product is: [CH3:8][C:9]1[S:10][CH:11]=[C:12]([C:14]([N:16]2[CH2:21][C:20]3([CH2:26][CH2:25][N:24]([CH2:28][CH2:29][CH2:30][O:31][C:32]4[CH:39]=[CH:38][C:35]([CH:36]=[O:37])=[CH:34][CH:33]=4)[CH2:23][CH2:22]3)[O:19][CH2:18][CH2:17]2)=[O:15])[N:13]=1. Given the reactants FC(F)(F)C(O)=O.[CH3:8][C:9]1[S:10][CH:11]=[C:12]([C:14]([N:16]2[CH2:21][C:20]3([CH2:26][CH2:25][NH:24][CH2:23][CH2:22]3)[O:19][CH2:18][CH2:17]2)=[O:15])[N:13]=1.Br[CH2:28][CH2:29][CH2:30][O:31][C:32]1[CH:39]=[CH:38][C:35]([CH:36]=[O:37])=[CH:34][CH:33]=1.C(N(CC)CC)C, predict the reaction product.